From a dataset of Catalyst prediction with 721,799 reactions and 888 catalyst types from USPTO. Predict which catalyst facilitates the given reaction. (1) Reactant: [NH2:1][C:2]1[CH:7]=[CH:6][C:5]([C:8]2[C:16]3[C:15]([NH2:17])=[N:14][CH:13]=[N:12][C:11]=3[S:10][C:9]=2[CH3:18])=[CH:4][CH:3]=1.[CH:19]1[CH:24]=[CH:23][C:22]([O:25][C:26](OC2C=CC=CC=2)=[N:27][C:28]#[N:29])=[CH:21][CH:20]=1. Product: [NH2:17][C:15]1[C:16]2[C:8]([C:5]3[CH:4]=[CH:3][C:2]([NH:1][C:26](=[N:27][C:28]#[N:29])[O:25][C:22]4[CH:23]=[CH:24][CH:19]=[CH:20][CH:21]=4)=[CH:7][CH:6]=3)=[C:9]([CH3:18])[S:10][C:11]=2[N:12]=[CH:13][N:14]=1. The catalyst class is: 3. (2) Reactant: Br[C:2]1[CH:10]=[C:9]([F:11])[CH:8]=[CH:7][C:3]=1[C:4]([OH:6])=[O:5].C(=O)([O-])[O-].[Cs+].[Cs+].CNC1CCCCC1NC.[NH:28]1[CH:32]=[CH:31][N:30]=[N:29]1. Product: [F:11][C:9]1[CH:8]=[CH:7][C:3]([C:4]([OH:6])=[O:5])=[C:2]([N:29]2[N:30]=[CH:31][CH:32]=[N:28]2)[CH:10]=1. The catalyst class is: 122. (3) Reactant: CO[CH:3](OC)[CH2:4][N:5]([CH3:15])[C:6]([C@H:8]1[CH2:13][CH2:12][C@H:11]([OH:14])[CH2:10][CH2:9]1)=O.C([O-])(=O)C.[NH4+:22].CC(O)=O.[OH-].[Na+]. Product: [CH3:15][N:5]1[CH:4]=[CH:3][N:22]=[C:6]1[C@H:8]1[CH2:13][CH2:12][C@H:11]([OH:14])[CH2:10][CH2:9]1. The catalyst class is: 6. (4) Product: [Cl:13][C:9]1[CH:8]=[C:7]([C:5]2[N:6]=[C:2]([N:17]3[CH2:16][CH2:15][N:14]([C:20]([O:22][C:23]([CH3:26])([CH3:25])[CH3:24])=[O:21])[CH2:19][CH2:18]3)[S:3][CH:4]=2)[CH:12]=[CH:11][CH:10]=1. The catalyst class is: 9. Reactant: Br[C:2]1[S:3][CH:4]=[C:5]([C:7]2[CH:12]=[CH:11][CH:10]=[C:9]([Cl:13])[CH:8]=2)[N:6]=1.[N:14]1([C:20]([O:22][C:23]([CH3:26])([CH3:25])[CH3:24])=[O:21])[CH2:19][CH2:18][NH:17][CH2:16][CH2:15]1.C(=O)([O-])[O-].[K+].[K+].O. (5) Reactant: [CH2:1]([O:3][C:4]([C:6]1[O:7][C:8]2[C:13]([C:14](=O)[CH:15]=1)=[CH:12][CH:11]=[C:10]([NH:17]CC1C=CC=CC=1)[C:9]=2[N+:25]([O-])=O)=[O:5])[CH3:2].Cl. Product: [CH2:1]([O:3][C:4]([CH:6]1[CH2:15][CH2:14][C:13]2[C:8](=[C:9]([NH2:25])[C:10]([NH2:17])=[CH:11][CH:12]=2)[O:7]1)=[O:5])[CH3:2]. The catalyst class is: 29. (6) Reactant: [Br:1][C:2]1[CH:3]=[C:4]([CH:7]=[CH:8][C:9]=1[O:10][CH3:11])[CH:5]=[O:6].[OH:12][CH2:13][C:14]([CH3:18])([CH2:16]O)[CH3:15]. Product: [Br:1][C:2]1[CH:3]=[C:4]([CH:5]2[O:12][CH2:13][C:14]([CH3:18])([CH3:16])[CH2:15][O:6]2)[CH:7]=[CH:8][C:9]=1[O:10][CH3:11]. The catalyst class is: 11. (7) Product: [CH3:12][N:10]([CH3:11])[C:9]1[CH:8]=[CH:7][C:37]([NH:33][C:14](=[O:42])[CH2:13][NH:15][C:28]([C:24]2[C:23]([CH3:31])=[C:22]([CH:20]=[O:21])[NH:26][C:25]=2[CH3:27])=[O:30])=[CH:38][CH:39]=1. The catalyst class is: 3. Reactant: Cl.C(N=C=N[CH2:7][CH2:8][CH2:9][N:10]([CH3:12])[CH3:11])C.[CH2:13]([N:15](CC)CC)[CH3:14].[CH:20]([C:22]1[NH:26][C:25]([CH3:27])=[C:24]([C:28]([OH:30])=O)[C:23]=1[CH3:31])=[O:21].O[N:33]1[C:37]2[CH:38]=[CH:39][CH:39]=[CH:38][C:37]=2[N:33]=N1.[OH2:42]. (8) Reactant: [C:1]([O:5][C:6]([NH:8][C:9]1[CH:17]=[CH:16][CH:15]=[C:14]2[C:10]=1[CH:11]=[CH:12][N:13]2[C:18]([C:29]1[CH:34]=[CH:33][C:32]([Cl:35])=[CH:31][CH:30]=1)([CH2:27][OH:28])[CH2:19][C:20]([O:22][C:23]([CH3:26])([CH3:25])[CH3:24])=[O:21])=[O:7])([CH3:4])([CH3:3])[CH3:2].CC(OI1(OC(C)=O)(OC(C)=O)OC(=O)C2C=CC=CC1=2)=O. Product: [C:1]([O:5][C:6]([NH:8][C:9]1[CH:17]=[CH:16][CH:15]=[C:14]2[C:10]=1[CH:11]=[CH:12][N:13]2[C:18]([C:29]1[CH:30]=[CH:31][C:32]([Cl:35])=[CH:33][CH:34]=1)([CH:27]=[O:28])[CH2:19][C:20]([O:22][C:23]([CH3:26])([CH3:25])[CH3:24])=[O:21])=[O:7])([CH3:2])([CH3:3])[CH3:4]. The catalyst class is: 34.